Dataset: NCI-60 drug combinations with 297,098 pairs across 59 cell lines. Task: Regression. Given two drug SMILES strings and cell line genomic features, predict the synergy score measuring deviation from expected non-interaction effect. Drug 1: C1=CC=C(C=C1)NC(=O)CCCCCCC(=O)NO. Drug 2: CC(C)NC(=O)C1=CC=C(C=C1)CNNC.Cl. Cell line: OVCAR-5. Synergy scores: CSS=14.1, Synergy_ZIP=0.821, Synergy_Bliss=5.34, Synergy_Loewe=-8.40, Synergy_HSA=-0.667.